This data is from Forward reaction prediction with 1.9M reactions from USPTO patents (1976-2016). The task is: Predict the product of the given reaction. (1) Given the reactants Br[C:2]1[CH:3]=[C:4]([C:14]([NH:16][CH2:17][C:18]2[C:19](=[O:26])[NH:20][C:21]([CH3:25])=[CH:22][C:23]=2[CH3:24])=[O:15])[C:5]2[CH:10]=[N:9][N:8]([CH:11]([CH3:13])[CH3:12])[C:6]=2[N:7]=1.[NH2:27][C:28]1[N:33]=[CH:32][C:31](B(O)O)=[CH:30][N:29]=1.C([O-])([O-])=O.[Na+].[Na+].CCOC(C)=O, predict the reaction product. The product is: [NH2:27][C:28]1[N:33]=[CH:32][C:31]([C:2]2[CH:3]=[C:4]([C:14]([NH:16][CH2:17][C:18]3[C:19](=[O:26])[NH:20][C:21]([CH3:25])=[CH:22][C:23]=3[CH3:24])=[O:15])[C:5]3[CH:10]=[N:9][N:8]([CH:11]([CH3:13])[CH3:12])[C:6]=3[N:7]=2)=[CH:30][N:29]=1. (2) Given the reactants [N+]([O-])([O-])=O.[Mn+2:5].[N+]([O-])([O-])=O.[P:10](=[O:14])([OH:13])([OH:12])[OH:11].[CH2:15](O)C, predict the reaction product. The product is: [O-:14][P:10]([O:13][P:10]([O-:13])([O-:12])=[O:11])(=[O:12])[O-:11].[Mn+4:5].[C:15]. (3) Given the reactants [C:1]([NH:6][NH:7][C:8]1[N:17]=[C:16]([Cl:18])[CH:15]=[CH:14][C:9]=1[C:10]([O:12][CH3:13])=[O:11])(=O)[CH:2]([CH3:4])[CH3:3], predict the reaction product. The product is: [CH:2]([C:1]1[N:17]2[C:16]([Cl:18])=[CH:15][CH:14]=[C:9]([C:10]([O:12][CH3:13])=[O:11])[C:8]2=[N:7][N:6]=1)([CH3:4])[CH3:3]. (4) Given the reactants [CH3:1][N:2]1[C:6]2[CH:7]=[CH:8][C:9]([C:11](O)=[O:12])=[CH:10][C:5]=2[N:4]=[C:3]1[NH:14][C:15]1[S:16][C:17]2[CH:23]=[C:22]([O:24][C:25]([F:28])([F:27])[F:26])[CH:21]=[CH:20][C:18]=2[N:19]=1.[CH2:29]([O:31][CH2:32][CH2:33][NH2:34])[CH3:30].C1C=CC(P(N=[N+]=[N-])(C2C=CC=CC=2)=O)=CC=1.CCN(C(C)C)C(C)C, predict the reaction product. The product is: [CH2:29]([O:31][CH2:32][CH2:33][NH:34][C:11]([C:9]1[CH:8]=[CH:7][C:6]2[N:2]([CH3:1])[C:3]([NH:14][C:15]3[S:16][C:17]4[CH:23]=[C:22]([O:24][C:25]([F:28])([F:27])[F:26])[CH:21]=[CH:20][C:18]=4[N:19]=3)=[N:4][C:5]=2[CH:10]=1)=[O:12])[CH3:30]. (5) The product is: [CH2:1]([O:3][C:4]([C:5]1[CH:9]=[C:10]([C:12]2[CH:17]=[CH:16][C:15]([Cl:18])=[CH:14][C:13]=2[Cl:19])[N:27]([C:26]2[CH:25]=[CH:24][C:23]([Si:22]([CH3:31])([CH3:30])[CH3:21])=[CH:29][CH:28]=2)[C:6]=1[CH3:7])=[O:20])[CH3:2]. Given the reactants [CH2:1]([O:3][C:4](=[O:20])[CH:5]([CH2:9][C:10]([C:12]1[CH:17]=[CH:16][C:15]([Cl:18])=[CH:14][C:13]=1[Cl:19])=O)[C:6](=O)[CH3:7])[CH3:2].[CH3:21][Si:22]([CH3:31])([CH3:30])[C:23]1[CH:29]=[CH:28][C:26]([NH2:27])=[CH:25][CH:24]=1, predict the reaction product. (6) Given the reactants [CH3:1][C:2]1[C:10]2[C:9]([C:11]([O:13]C)=[O:12])=[CH:8][C:7]([CH3:15])=[N:6][C:5]=2[N:4]([C:16]2[CH:21]=[CH:20][CH:19]=[CH:18][CH:17]=2)[N:3]=1.Cl, predict the reaction product. The product is: [CH3:1][C:2]1[C:10]2[C:9]([C:11]([OH:13])=[O:12])=[CH:8][C:7]([CH3:15])=[N:6][C:5]=2[N:4]([C:16]2[CH:21]=[CH:20][CH:19]=[CH:18][CH:17]=2)[N:3]=1. (7) Given the reactants [F:1][C:2]1[CH:7]=[CH:6][C:5]([NH:8][C:9]2[CH:18]=[CH:17][C:12]([C:13]([O:15][CH3:16])=[O:14])=[CH:11][C:10]=2[N+:19]([O-])=O)=[CH:4][CH:3]=1.O.O.Cl[Sn]Cl.C([O-])(O)=O.[Na+], predict the reaction product. The product is: [NH2:19][C:10]1[CH:11]=[C:12]([CH:17]=[CH:18][C:9]=1[NH:8][C:5]1[CH:6]=[CH:7][C:2]([F:1])=[CH:3][CH:4]=1)[C:13]([O:15][CH3:16])=[O:14]. (8) Given the reactants [C:1]([O:5][C:6]([NH:8][CH2:9][C:10]1[CH:11]=[C:12]([C:19]([OH:21])=O)[C:13](=[CH:17][CH:18]=1)[C:14]([OH:16])=O)=[O:7])([CH3:4])([CH3:3])[CH3:2].[CH2:22]([N:25]([CH2:31][CH2:32][CH3:33])[CH2:26][CH2:27][CH2:28][CH2:29][NH2:30])[CH2:23][CH3:24].O, predict the reaction product. The product is: [C:1]([O:5][C:6](=[O:7])[NH:8][CH2:9][C:10]1[CH:11]=[C:12]2[C:13](=[CH:17][CH:18]=1)[C:14](=[O:16])[N:30]([CH2:29][CH2:28][CH2:27][CH2:26][N:25]([CH2:31][CH2:32][CH3:33])[CH2:22][CH2:23][CH3:24])[C:19]2=[O:21])([CH3:2])([CH3:3])[CH3:4]. (9) Given the reactants Cl.[CH:2]([CH:15]1[C:20](=[O:21])[CH2:19][CH2:18][NH:17][CH2:16]1)([C:9]1[CH:14]=[CH:13][CH:12]=[CH:11][CH:10]=1)[C:3]1[CH:8]=[CH:7][CH:6]=[CH:5][CH:4]=1.[CH3:22][C:23]1[O:24][C:25](=[O:35])[C:26](=[CH:28][C:29]2[CH:30]=[N:31][CH:32]=[CH:33][CH:34]=2)[N:27]=1.C(N(CC)CC)C.O, predict the reaction product. The product is: [CH:2]([CH:15]1[C:20](=[O:21])[CH2:19][CH2:18][N:17]([C:25](/[C:26](/[NH:27][C:23](=[O:24])[CH3:22])=[CH:28]\[CH:29]2[CH2:34][CH2:33][CH2:32][NH:31][CH2:30]2)=[O:35])[CH2:16]1)([C:9]1[CH:14]=[CH:13][CH:12]=[CH:11][CH:10]=1)[C:3]1[CH:4]=[CH:5][CH:6]=[CH:7][CH:8]=1. (10) Given the reactants [Cl:1][C:2]1[CH:7]=[CH:6][C:5]([C@@H:8]2[O:14][CH2:13][CH2:12][N:11]([C:15]([O:17][C:18]([CH3:21])([CH3:20])[CH3:19])=[O:16])[CH2:10][C@H:9]2[CH2:22][NH:23][C:24](=[O:30])[NH:25][CH2:26][CH2:27][CH2:28]Cl)=[CH:4][C:3]=1[F:31].[H-].[Na+], predict the reaction product. The product is: [Cl:1][C:2]1[CH:7]=[CH:6][C:5]([C@@H:8]2[O:14][CH2:13][CH2:12][N:11]([C:15]([O:17][C:18]([CH3:21])([CH3:20])[CH3:19])=[O:16])[CH2:10][C@H:9]2[CH2:22][N:23]2[CH2:28][CH2:27][CH2:26][NH:25][C:24]2=[O:30])=[CH:4][C:3]=1[F:31].